From a dataset of Forward reaction prediction with 1.9M reactions from USPTO patents (1976-2016). Predict the product of the given reaction. (1) Given the reactants [C:1]([C:5]1[Se:6][C:7]([C:12]([CH3:15])([CH3:14])[CH3:13])=[CH:8][C:9](=O)[CH:10]=1)([CH3:4])([CH3:3])[CH3:2].S1(=O)C=CC=C[CH2:17]1.C[Mg]Br.[F:26][P-:27]([F:32])([F:31])([F:30])([F:29])[F:28].[H+], predict the reaction product. The product is: [F:26][P-:27]([F:32])([F:31])([F:30])([F:29])[F:28].[C:1]([C:5]1[CH:10]=[C:9]([CH3:17])[CH:8]=[C:7]([C:12]([CH3:15])([CH3:14])[CH3:13])[Se+:6]=1)([CH3:4])([CH3:3])[CH3:2]. (2) Given the reactants [CH3:1][C:2]1[N:7]=[C:6]([S:8](Cl)(=[O:10])=[O:9])[CH:5]=[CH:4][CH:3]=1.[NH2:12][C:13]1[CH:14]=[C:15]([CH:21]=[CH:22][CH:23]=1)[C:16]([O:18]CC)=[O:17].N1C=CC=CC=1S(NC1C=C(C=CC=1)C(O)=O)(=O)=O, predict the reaction product. The product is: [CH3:1][C:2]1[N:7]=[C:6]([S:8]([NH:12][C:13]2[CH:14]=[C:15]([CH:21]=[CH:22][CH:23]=2)[C:16]([OH:18])=[O:17])(=[O:10])=[O:9])[CH:5]=[CH:4][CH:3]=1.